From a dataset of Reaction yield outcomes from USPTO patents with 853,638 reactions. Predict the reaction yield, written as a fraction of the theoretical maximum amount of product (1.0 means a 100% yield; for example, 0.34 means a 34% yield). The reactants are [Cl:1][C:2]1[CH:3]=[C:4]([CH2:9][C:10](N(OC)C)=[O:11])[CH:5]=[CH:6][C:7]=1[Cl:8].[C:16]1([Mg]Br)[CH:21]=[CH:20][CH:19]=[CH:18][CH:17]=1. The catalyst is C1COCC1. The product is [Cl:1][C:2]1[CH:3]=[C:4]([CH2:9][C:10]([C:16]2[CH:21]=[CH:20][CH:19]=[CH:18][CH:17]=2)=[O:11])[CH:5]=[CH:6][C:7]=1[Cl:8]. The yield is 0.850.